Dataset: Peptide-MHC class I binding affinity with 185,985 pairs from IEDB/IMGT. Task: Regression. Given a peptide amino acid sequence and an MHC pseudo amino acid sequence, predict their binding affinity value. This is MHC class I binding data. (1) The peptide sequence is WSFYRVVVK. The MHC is HLA-B46:01 with pseudo-sequence HLA-B46:01. The binding affinity (normalized) is 0.0847. (2) The binding affinity (normalized) is 0. The peptide sequence is RCRYVHKAQ. The MHC is HLA-B07:02 with pseudo-sequence HLA-B07:02. (3) The MHC is HLA-B58:01 with pseudo-sequence HLA-B58:01. The peptide sequence is KASSAWHYF. The binding affinity (normalized) is 0.821. (4) The peptide sequence is ELLNYCVSLF. The MHC is HLA-A01:01 with pseudo-sequence HLA-A01:01. The binding affinity (normalized) is 0.378. (5) The peptide sequence is FLNRFTTTL. The MHC is HLA-A02:02 with pseudo-sequence HLA-A02:02. The binding affinity (normalized) is 1.00.